Dataset: Catalyst prediction with 721,799 reactions and 888 catalyst types from USPTO. Task: Predict which catalyst facilitates the given reaction. (1) Reactant: [CH3:1][C:2]1[C:7](=[O:8])[C@@H:6]([OH:9])[CH2:5][C:4]([CH3:11])([CH3:10])[C:3]=1/[CH:12]=[CH:13]/[C:14](/[CH3:44])=[CH:15]/[CH:16]=[CH:17]/[C:18](/[CH3:43])=[CH:19]/[CH:20]=[CH:21]/[CH:22]=[C:23](\[CH3:42])/[CH:24]=[CH:25]/[CH:26]=[C:27](\[CH3:41])/[CH:28]=[CH:29]/[C:30]1[C:36]([CH3:38])([CH3:37])[CH2:35][C@H:34]([OH:39])[C:32](=[O:33])[C:31]=1[CH3:40]. Product: [CH3:40][C:31]1[C:32](=[O:33])[C@H:34]([OH:39])[CH2:35][C:36]([CH3:37])([CH3:38])[C:30]=1/[CH:29]=[CH:28]/[C:27](/[CH3:41])=[CH:26]/[CH:25]=[CH:24]/[C:23](/[CH3:42])=[CH:22]/[CH:21]=[CH:20]/[CH:19]=[C:18](\[CH3:43])/[CH:17]=[CH:16]/[CH:15]=[C:14](\[CH3:44])/[CH:13]=[CH:12]/[C:3]1[C:4]([CH3:11])([CH3:10])[CH2:5][C@@H:6]([OH:9])[C:7](=[O:8])[C:2]=1[CH3:1].[CH3:40][C:31]1[C:32](=[O:33])[C@H:34]([OH:39])[CH2:35][C:36]([CH3:37])([CH3:38])[C:30]=1/[CH:29]=[CH:28]/[C:27](/[CH3:41])=[CH:26]/[CH:25]=[CH:24]/[C:23](/[CH3:42])=[CH:22]/[CH:21]=[CH:20]/[CH:19]=[C:18](\[CH3:43])/[CH:17]=[CH:16]/[CH:15]=[C:14](\[CH3:44])/[CH:13]=[CH:12]/[C:3]1[C:4]([CH3:11])([CH3:10])[CH2:5][C@H:6]([OH:9])[C:7](=[O:8])[C:2]=1[CH3:1].[CH3:40][C:31]1[C:32](=[O:33])[C@@H:34]([OH:39])[CH2:35][C:36]([CH3:37])([CH3:38])[C:30]=1/[CH:29]=[CH:28]/[C:27](/[CH3:41])=[CH:26]/[CH:25]=[CH:24]/[C:23](/[CH3:42])=[CH:22]/[CH:21]=[CH:20]/[CH:19]=[C:18](\[CH3:43])/[CH:17]=[CH:16]/[CH:15]=[C:14](\[CH3:44])/[CH:13]=[CH:12]/[C:3]1[C:4]([CH3:11])([CH3:10])[CH2:5][C@H:6]([OH:9])[C:7](=[O:8])[C:2]=1[CH3:1]. The catalyst class is: 194. (2) The catalyst class is: 111. Reactant: C([O:3][C:4](=[O:31])[C:5]([S:8][C:9]1[S:10][CH:11]=[C:12]([CH2:14][CH2:15][O:16][CH2:17][C:18]2[CH:23]=[CH:22][C:21]([C:24]3[CH:29]=[CH:28][C:27]([F:30])=[CH:26][CH:25]=3)=[CH:20][CH:19]=2)[N:13]=1)([CH3:7])[CH3:6])C.[OH-].[Na+]. Product: [F:30][C:27]1[CH:28]=[CH:29][C:24]([C:21]2[CH:20]=[CH:19][C:18]([CH2:17][O:16][CH2:15][CH2:14][C:12]3[N:13]=[C:9]([S:8][C:5]([CH3:7])([CH3:6])[C:4]([OH:31])=[O:3])[S:10][CH:11]=3)=[CH:23][CH:22]=2)=[CH:25][CH:26]=1.